This data is from hERG Central: cardiac toxicity at 1µM, 10µM, and general inhibition. The task is: Predict hERG channel inhibition at various concentrations. (1) The molecule is O=C(CCCC(=O)N(CC(=O)NC1CCCCC1)c1cccc(F)c1)Nc1ccccn1. Results: hERG_inhib (hERG inhibition (general)): blocker. (2) The drug is O=C(CCCN1CCC(n2c(=O)[nH]c3ccccc32)CC1)c1ccc(F)cc1. Results: hERG_inhib (hERG inhibition (general)): blocker. (3) The drug is CN(C)C(=S)SCC(=O)Nc1cccc(C(F)(F)F)c1. Results: hERG_inhib (hERG inhibition (general)): blocker.